This data is from Full USPTO retrosynthesis dataset with 1.9M reactions from patents (1976-2016). The task is: Predict the reactants needed to synthesize the given product. (1) The reactants are: [Si]([O:8][CH2:9][CH2:10][CH2:11][N:12]([CH3:21])[C:13]1[C:18]([F:19])=[CH:17][N:16]=[C:15]([Cl:20])[N:14]=1)(C(C)(C)C)(C)C. Given the product [Cl:20][C:15]1[N:14]=[C:13]([N:12]([CH3:21])[CH2:11][CH2:10][CH2:9][OH:8])[C:18]([F:19])=[CH:17][N:16]=1, predict the reactants needed to synthesize it. (2) The reactants are: [Cl:1][C:2]1[CH:7]=[CH:6][C:5]([S:8](Cl)(=[O:10])=[O:9])=[CH:4][C:3]=1[N+:12]([O-:14])=[O:13].N1C=CC=CC=1.[CH3:21][N:22]1[CH2:27][CH2:26][NH:25][CH2:24][CH2:23]1. Given the product [Cl:1][C:2]1[CH:7]=[CH:6][C:5]([S:8]([N:25]2[CH2:26][CH2:27][N:22]([CH3:21])[CH2:23][CH2:24]2)(=[O:10])=[O:9])=[CH:4][C:3]=1[N+:12]([O-:14])=[O:13], predict the reactants needed to synthesize it. (3) Given the product [Br:6][C:7]1[CH:8]=[CH:9][C:10]2[S:13][CH:14]=[CH:15][C:11]=2[CH:12]=1, predict the reactants needed to synthesize it. The reactants are: P(=O)(O)(O)O.[Br:6][C:7]1[CH:12]=[CH:11][C:10]([S:13][CH2:14][CH:15](OCC)OCC)=[CH:9][CH:8]=1.